This data is from Full USPTO retrosynthesis dataset with 1.9M reactions from patents (1976-2016). The task is: Predict the reactants needed to synthesize the given product. (1) Given the product [C:1]([O:5][N:6]=[C:7]1[C:16]2[C:11](=[CH:12][C:13]([O:17][CH2:18][CH2:19][CH2:20][N:31]3[CH2:36][CH2:35][O:34][CH2:33][CH2:32]3)=[CH:14][CH:15]=2)[O:10][C:9]([C:22]2[N:27]=[CH:26][N:25]3[CH:28]=[CH:29][CH:30]=[C:24]3[CH:23]=2)=[CH:8]1)([CH3:4])([CH3:3])[CH3:2], predict the reactants needed to synthesize it. The reactants are: [C:1]([O:5][N:6]=[C:7]1[C:16]2[C:11](=[CH:12][C:13]([O:17][CH2:18][CH2:19][CH2:20]Cl)=[CH:14][CH:15]=2)[O:10][C:9]([C:22]2[N:27]=[CH:26][N:25]3[CH:28]=[CH:29][CH:30]=[C:24]3[CH:23]=2)=[CH:8]1)([CH3:4])([CH3:3])[CH3:2].[NH:31]1[CH2:36][CH2:35][O:34][CH2:33][CH2:32]1. (2) Given the product [CH3:1][CH:2]1[N:3]2[CH2:10][CH2:9][CH:6](/[C:7]/1=[N:23]/[C:20]1[CH:21]=[N:22][C:17]([C:11]3[CH:16]=[CH:15][CH:14]=[CH:13][CH:12]=3)=[CH:18][CH:19]=1)[CH2:5][CH2:4]2, predict the reactants needed to synthesize it. The reactants are: [CH3:1][CH:2]1[C:7](=O)[CH:6]2[CH2:9][CH2:10][N:3]1[CH2:4][CH2:5]2.[C:11]1([C:17]2[N:22]=[CH:21][C:20]([NH2:23])=[CH:19][CH:18]=2)[CH:16]=[CH:15][CH:14]=[CH:13][CH:12]=1.O.C1(C)C=CC(S(O)(=O)=O)=CC=1.